From a dataset of Full USPTO retrosynthesis dataset with 1.9M reactions from patents (1976-2016). Predict the reactants needed to synthesize the given product. (1) Given the product [CH3:1][C:2]1[N:3]([CH2:10][C:11]2[CH:12]=[N:13][CH:14]=[CH:15][CH:16]=2)/[C:4](=[N:8]/[C:27]([C:17]23[CH2:26][CH:21]4[CH2:20][CH:19]([CH2:25][CH:23]([CH2:22]4)[CH2:24]2)[CH2:18]3)=[O:28])/[S:5][C:6]=1[CH3:7], predict the reactants needed to synthesize it. The reactants are: [CH3:1][C:2]1[N:3]=[C:4]([NH2:8])[S:5][C:6]=1[CH3:7].Br[CH2:10][C:11]1[CH:12]=[N:13][CH:14]=[CH:15][CH:16]=1.[C:17]12([C:27](O)=[O:28])[CH2:26][CH:21]3[CH2:22][CH:23]([CH2:25][CH:19]([CH2:20]3)[CH2:18]1)[CH2:24]2. (2) The reactants are: [F:1][C:2]([F:32])([F:31])[C:3]([NH:5][CH2:6][CH2:7][CH2:8][CH2:9][CH2:10][C:11]([N:13]1[CH2:20][C:19]2[CH:21]=[CH:22][CH:23]=[CH:24][C:18]=2[CH:17](Br)[CH:16](Br)[C:15]2[CH:27]=[CH:28][CH:29]=[CH:30][C:14]1=2)=[O:12])=[O:4].CC(C)([O-])C.[K+]. Given the product [F:32][C:2]([F:1])([F:31])[C:3]([NH:5][CH2:6][CH2:7][CH2:8][CH2:9][CH2:10][C:11]([N:13]1[CH2:20][C:19]2[CH:21]=[CH:22][CH:23]=[CH:24][C:18]=2[C:17]#[C:16][C:15]2[CH:27]=[CH:28][CH:29]=[CH:30][C:14]1=2)=[O:12])=[O:4], predict the reactants needed to synthesize it. (3) Given the product [CH3:19][O:18][CH2:17][CH2:16][O:15][C:9]1[C:8]2[C:4]3[CH:3]=[C:2]([C:32]4[CH:31]=[CH:30][C:29]([CH2:28][N:22]5[CH2:27][CH2:26][CH2:25][CH2:24][CH2:23]5)=[CH:34][CH:33]=4)[CH:21]=[N:20][C:5]=3[NH:6][C:7]=2[CH:12]=[N:11][C:10]=1[C:13]#[N:14], predict the reactants needed to synthesize it. The reactants are: Br[C:2]1[CH:21]=[N:20][C:5]2[NH:6][C:7]3[CH:12]=[N:11][C:10]([C:13]#[N:14])=[C:9]([O:15][CH2:16][CH2:17][O:18][CH3:19])[C:8]=3[C:4]=2[CH:3]=1.[N:22]1([CH2:28][C:29]2[CH:34]=[CH:33][C:32](B(O)O)=[CH:31][CH:30]=2)[CH2:27][CH2:26][CH2:25][CH2:24][CH2:23]1.